Dataset: Forward reaction prediction with 1.9M reactions from USPTO patents (1976-2016). Task: Predict the product of the given reaction. (1) Given the reactants CN(C)C1C=CC=CC=1.[Cl:10][C:11]1[C:19]2[C:18]([O:20][C:21]3[CH:26]=[C:25]([N+:27]([O-])=O)[CH:24]=[C:23]([F:30])[CH:22]=3)=[N:17][C:16]([NH:31][C:32]3[CH:37]=[CH:36][C:35]([N:38]4[CH2:43][CH2:42][N:41]([CH3:44])[CH2:40][CH2:39]4)=[CH:34][C:33]=3[O:45][CH3:46])=[N:15][C:14]=2[N:13]([CH2:47][O:48][CH2:49][CH2:50][Si:51]([CH3:54])([CH3:53])[CH3:52])[CH:12]=1, predict the reaction product. The product is: [NH2:27][C:25]1[CH:26]=[C:21]([CH:22]=[C:23]([F:30])[CH:24]=1)[O:20][C:18]1[C:19]2[C:11]([Cl:10])=[CH:12][N:13]([CH2:47][O:48][CH2:49][CH2:50][Si:51]([CH3:52])([CH3:53])[CH3:54])[C:14]=2[N:15]=[C:16]([NH:31][C:32]2[CH:37]=[CH:36][C:35]([N:38]3[CH2:39][CH2:40][N:41]([CH3:44])[CH2:42][CH2:43]3)=[CH:34][C:33]=2[O:45][CH3:46])[N:17]=1. (2) Given the reactants Cl.[CH2:2]1[C@H:6]2[CH2:7][CH2:8][N:9]([C:12](=[O:26])/[CH:13]=[CH:14]/[C:15]3[CH:20]=[CH:19][C:18]([O:21][C:22]([F:25])([F:24])[F:23])=[CH:17][CH:16]=3)[CH2:10][CH2:11][C@H:5]2[CH2:4][NH:3]1.CN1CCOCC1.[NH:34]1[C:38]2[CH2:39][CH2:40][CH:41]([C:43](O)=[O:44])[CH2:42][C:37]=2[N:36]=[N:35]1.F[P-](F)(F)(F)(F)F.N1(OC(N(C)C)=[N+](C)C)C2N=CC=CC=2N=N1, predict the reaction product. The product is: [NH:34]1[C:38]2[CH2:39][CH2:40][CH:41]([C:43]([N:3]3[CH2:4][C@@H:5]4[C@@H:6]([CH2:7][CH2:8][N:9]([C:12](=[O:26])/[CH:13]=[CH:14]/[C:15]5[CH:20]=[CH:19][C:18]([O:21][C:22]([F:23])([F:24])[F:25])=[CH:17][CH:16]=5)[CH2:10][CH2:11]4)[CH2:2]3)=[O:44])[CH2:42][C:37]=2[N:36]=[N:35]1. (3) The product is: [NH2:22][C:9]1[N:8]=[C:7]([C:5]([NH:4][CH3:3])=[NH:25])[CH:12]=[CH:11][C:10]=1[C:13]1[CH:18]=[C:17]([Cl:19])[CH:16]=[C:15]([Cl:20])[C:14]=1[Cl:21]. Given the reactants [H-].[Na+].[CH3:3][NH:4][C:5]([C:7]1[CH:12]=[CH:11][C:10]([C:13]2[CH:18]=[C:17]([Cl:19])[CH:16]=[C:15]([Cl:20])[C:14]=2[Cl:21])=[C:9]([NH2:22])[N:8]=1)=S.CI.[NH3:25], predict the reaction product.